This data is from Full USPTO retrosynthesis dataset with 1.9M reactions from patents (1976-2016). The task is: Predict the reactants needed to synthesize the given product. (1) Given the product [Br:1][CH2:2][CH2:3][CH2:4][O:5][C:6]1[CH:7]=[C:8]2[C:13](=[CH:14][C:15]=1[O:16][CH3:17])[C:12]([C:18](=[O:31])[C:19]1[CH:24]=[CH:23][CH:22]=[C:21]([O:25][CH2:26][CH3:27])[CH:20]=1)=[N:11][CH:10]=[C:9]2[CH:28]=[O:29], predict the reactants needed to synthesize it. The reactants are: [Br:1][CH2:2][CH2:3][CH2:4][O:5][C:6]1[CH:7]=[C:8]2[C:13](=[CH:14][C:15]=1[O:16][CH3:17])[C:12]([CH2:18][C:19]1[CH:24]=[CH:23][CH:22]=[C:21]([O:25][CH2:26][CH3:27])[CH:20]=1)=[N:11][CH:10]=[C:9]2[CH:28]=[O:29].[Se](=O)=[O:31]. (2) Given the product [Br:1][C:2]1[CH:9]=[C:6]([CH:7]([C:18]2[CH:19]=[CH:20][C:15]([F:14])=[CH:16][CH:17]=2)[OH:8])[CH:5]=[C:4]([O:10][CH3:11])[C:3]=1[O:12][CH3:13], predict the reactants needed to synthesize it. The reactants are: [Br:1][C:2]1[C:3]([O:12][CH3:13])=[C:4]([O:10][CH3:11])[CH:5]=[C:6]([CH:9]=1)[CH:7]=[O:8].[F:14][C:15]1[CH:20]=[CH:19][C:18]([Mg]Br)=[CH:17][CH:16]=1. (3) Given the product [F:1][C:2]1[CH:7]=[C:6]([I:8])[CH:5]=[CH:4][C:3]=1[NH:9][C:10]1[N:15]([CH3:16])[C:14](=[O:17])[C:13]2[CH:18]=[CH:19][O:20][C:12]=2[C:11]=1[C:21]([NH:31][O:26][CH3:27])=[O:23], predict the reactants needed to synthesize it. The reactants are: [F:1][C:2]1[CH:7]=[C:6]([I:8])[CH:5]=[CH:4][C:3]=1[NH:9][C:10]1[N:15]([CH3:16])[C:14](=[O:17])[C:13]2[CH:18]=[CH:19][O:20][C:12]=2[C:11]=1[C:21]([OH:23])=O.Cl.C[O:26][CH2:27]N.CC[N:31]=C=NCCCN(C)C.C1C=CC2N(O)N=NC=2C=1. (4) Given the product [F:1][C:2]1[C:15]2[C:14](=[O:16])[C:13]3[C:8](=[CH:9][CH:10]=[CH:11][CH:12]=3)[S:7][C:6]=2[C:5]([OH:17])=[CH:4][CH:3]=1.[OH:29][CH:26]([CH2:27][OH:28])[CH2:25][O:17][C:5]1[C:6]2[S:7][C:8]3[C:13](=[CH:12][CH:11]=[CH:10][CH:9]=3)[C:14](=[O:16])[C:15]=2[C:2]([F:1])=[CH:3][CH:4]=1, predict the reactants needed to synthesize it. The reactants are: [F:1][C:2]1[C:15]2[C:14](=[O:16])[C:13]3[C:8](=[CH:9][CH:10]=[CH:11][CH:12]=3)[S:7][C:6]=2[C:5]([OH:17])=[CH:4][CH:3]=1.C(=O)([O-])[O-].[K+].[K+].Cl[CH2:25][CH:26]([OH:29])[CH2:27][OH:28]. (5) Given the product [C:5]1([S:11][C:12]2[C:16]3=[N:17][CH:18]=[CH:19][CH:20]=[C:15]3[N:14]([CH2:2][CH2:3][CH3:4])[C:13]=2[C:21]([NH2:23])=[O:22])[CH:6]=[CH:7][CH:8]=[CH:9][CH:10]=1, predict the reactants needed to synthesize it. The reactants are: Br[CH2:2][CH2:3][CH3:4].[C:5]1([S:11][C:12]2[C:16]3=[N:17][CH:18]=[CH:19][CH:20]=[C:15]3[NH:14][C:13]=2[C:21]([NH2:23])=[O:22])[CH:10]=[CH:9][CH:8]=[CH:7][CH:6]=1.C([O-])([O-])=O.[Cs+].[Cs+]. (6) Given the product [CH2:1]([O:8][C:9](=[O:10])[NH:11][C@@H:12]([CH2:13][CH2:14][CH2:15][NH:16][C:17]([O:19][C:20]([CH3:21])([CH3:22])[CH3:23])=[O:18])[C:24](=[O:26])[NH:27][CH2:28][CH2:29][CH2:30][C@H:31]([NH:57][C:58]([O:59][C:60]([CH3:63])([CH3:62])[CH3:61])=[O:64])[CH2:32][C:33](=[O:34])[NH:35][CH2:36][C@@H:37]([NH:49][C:50]([O:52][C:53]([CH3:55])([CH3:56])[CH3:54])=[O:51])[CH2:38][CH2:39][CH2:40][NH:41][C:42](=[O:43])[O:44][C:45]([CH3:46])([CH3:47])[CH3:48])[C:2]1[CH:3]=[CH:4][CH:5]=[CH:6][CH:7]=1, predict the reactants needed to synthesize it. The reactants are: [CH2:1]([O:8][C:9]([NH:11][C@H:12]([C:24]([OH:26])=O)[CH2:13][CH2:14][CH2:15][NH:16][C:17]([O:19][C:20]([CH3:23])([CH3:22])[CH3:21])=[O:18])=[O:10])[C:2]1[CH:7]=[CH:6][CH:5]=[CH:4][CH:3]=1.[NH2:27][CH2:28][CH2:29][CH2:30][C@H:31]([NH:57][C:58](=[O:64])[O:59][C:60]([CH3:63])([CH3:62])[CH3:61])[CH2:32][C:33]([NH:35][CH2:36][C@@H:37]([NH:49][C:50]([O:52][C:53]([CH3:56])([CH3:55])[CH3:54])=[O:51])[CH2:38][CH2:39][CH2:40][NH:41][C:42]([O:44][C:45]([CH3:48])([CH3:47])[CH3:46])=[O:43])=[O:34].C(Cl)CCl.C1C=CC2N(O)N=NC=2C=1. (7) Given the product [O:1]1[CH2:4][CH:3]([N:5]2[CH2:7][CH2:8][NH:9][C:10]2=[O:11])[CH2:2]1, predict the reactants needed to synthesize it. The reactants are: [O:1]1[CH2:4][CH:3]([NH2:5])[CH2:2]1.Cl[CH2:7][CH2:8][N:9]=[C:10]=[O:11].[H-].[Na+]. (8) Given the product [CH3:17][O:18][C:19]1[CH:24]=[CH:23][CH:22]=[C:21]([N:25]2[CH2:26][CH2:27][N:28]([C:13](=[O:15])[CH3:14])[CH2:29][CH2:30]2)[C:20]=1[CH2:31][CH2:32][N:33]1[CH2:38][CH2:37][CH:36]([N:39]2[C:47]3[C:42](=[CH:43][CH:44]=[C:45]([C:48]([NH2:50])=[O:49])[CH:46]=3)[CH:41]=[CH:40]2)[CH2:35][CH2:34]1, predict the reactants needed to synthesize it. The reactants are: C(N1C=CN=C1)(N1C=CN=C1)=O.[C:13](O)(=[O:15])[CH3:14].[CH3:17][O:18][C:19]1[CH:24]=[CH:23][CH:22]=[C:21]([N:25]2[CH2:30][CH2:29][NH:28][CH2:27][CH2:26]2)[C:20]=1[CH2:31][CH2:32][N:33]1[CH2:38][CH2:37][CH:36]([N:39]2[C:47]3[C:42](=[CH:43][CH:44]=[C:45]([C:48]([NH2:50])=[O:49])[CH:46]=3)[CH:41]=[CH:40]2)[CH2:35][CH2:34]1.O. (9) Given the product [C:30]([O:29][C:27]([CH:24]1[CH2:25][CH2:26][N:21]([C:3]2[C:2]([Cl:1])=[CH:11][C:6]([C:7]([O:9][CH3:10])=[O:8])=[C:5]([CH2:12][N:13]3[CH2:18][CH2:17][CH2:16][CH2:15][C:14]3=[O:19])[N:4]=2)[CH2:22][CH2:23]1)=[O:28])([CH3:33])([CH3:31])[CH3:32], predict the reactants needed to synthesize it. The reactants are: [Cl:1][C:2]1[C:3](Cl)=[N:4][C:5]([CH2:12][N:13]2[CH2:18][CH2:17][CH2:16][CH2:15][C:14]2=[O:19])=[C:6]([CH:11]=1)[C:7]([O:9][CH3:10])=[O:8].[NH:21]1[CH2:26][CH2:25][CH:24]([C:27]([O:29][C:30]([CH3:33])([CH3:32])[CH3:31])=[O:28])[CH2:23][CH2:22]1. (10) Given the product [N+:1]([C:4]1[CH:11]=[CH:10][C:7]([CH:8]=[C:13]([C:14](=[O:15])[CH3:16])[C:12]([O:18][CH3:19])=[O:17])=[CH:6][CH:5]=1)([O-:3])=[O:2], predict the reactants needed to synthesize it. The reactants are: [N+:1]([C:4]1[CH:11]=[CH:10][C:7]([CH:8]=O)=[CH:6][CH:5]=1)([O-:3])=[O:2].[C:12]([O:18][CH3:19])(=[O:17])[CH2:13][C:14]([CH3:16])=[O:15].N1CCCCC1.C(O)(=O)C.